From a dataset of Catalyst prediction with 721,799 reactions and 888 catalyst types from USPTO. Predict which catalyst facilitates the given reaction. (1) Reactant: Cl[C:8]1[C:13]([C:8]2[CH:13]=[CH:12][CH:11]=[C:10](CC)[CH:9]=2)=[C:12](C(O)([C@@H]2CCCN(C(N3CCC(CNC)CC3)=O)C2)CCCNC(=O)OC)[CH:11]=[CH:10][CH:9]=1.[C:43](=O)([O-])[NH2:44].IC.[C:49]([O-:52])([O-])=[O:50].[K+].[K+]. Product: [CH3:13][CH2:8][CH2:9][CH2:10][N:44]([C:49]([O:52][C:8]1[CH:9]=[CH:10][CH:11]=[CH:12][CH:13]=1)=[O:50])[CH3:43]. The catalyst class is: 3. (2) Reactant: [NH2:1][C:2]1[N:7]=[C:6](Cl)[CH:5]=[CH:4][N:3]=1.[NH:9]1[CH2:13][CH2:12][CH2:11][CH2:10]1. Product: [N:9]1([C:6]2[CH:5]=[CH:4][N:3]=[C:2]([NH2:1])[N:7]=2)[CH2:13][CH2:12][CH2:11][CH2:10]1. The catalyst class is: 5. (3) Reactant: [OH:1][C@:2]1([C:13]2[S:14][C:15]([C:18]3[CH:23]=[C:22]([NH:24][C:25]4[N:30]=[C:29]([C:31]([F:34])([F:33])[F:32])[CH:28]=[CH:27][N:26]=4)[CH:21]=[C:20]([CH3:35])[CH:19]=3)=[CH:16][N:17]=2)[CH2:7][CH2:6][C@H:5]([C:8]([OH:10])=[O:9])[C:4]([CH3:12])([CH3:11])[CH2:3]1.[OH-].[K+:37]. Product: [OH:1][C@:2]1([C:13]2[S:14][C:15]([C:18]3[CH:23]=[C:22]([NH:24][C:25]4[N:30]=[C:29]([C:31]([F:33])([F:34])[F:32])[CH:28]=[CH:27][N:26]=4)[CH:21]=[C:20]([CH3:35])[CH:19]=3)=[CH:16][N:17]=2)[CH2:7][CH2:6][C@H:5]([C:8]([O-:10])=[O:9])[C:4]([CH3:11])([CH3:12])[CH2:3]1.[K+:37]. The catalyst class is: 47. (4) Reactant: C([O:3][C:4](=[O:35])[CH:5]([O:32][CH2:33][CH3:34])[CH2:6][C:7]1[CH:12]=[CH:11][C:10]([O:13][CH2:14][CH2:15][O:16][CH:17]2[C:23]3[CH:24]=[CH:25][CH:26]=[CH:27][C:22]=3[CH2:21][CH2:20][C:19]3[CH:28]=[CH:29][CH:30]=[CH:31][C:18]2=3)=[CH:9][CH:8]=1)C.[OH-].[Na+]. Product: [CH:28]1[C:19]2[CH2:20][CH2:21][C:22]3[CH:27]=[CH:26][CH:25]=[CH:24][C:23]=3[CH:17]([O:16][CH2:15][CH2:14][O:13][C:10]3[CH:9]=[CH:8][C:7]([CH2:6][CH:5]([O:32][CH2:33][CH3:34])[C:4]([OH:35])=[O:3])=[CH:12][CH:11]=3)[C:18]=2[CH:31]=[CH:30][CH:29]=1. The catalyst class is: 8. (5) Reactant: [Cl:1][C:2]1[S:6][C:5]([C:7]([NH:9][C:10]2([C:16]([O:18][CH3:19])=[O:17])[CH2:14][CH:13]3[O:15][CH:12]3[CH2:11]2)=[O:8])=[CH:4][CH:3]=1.S([O-])(O)(=O)=[O:21].[K+]. Product: [Cl:1][C:2]1[S:6][C:5]([C:7]([NH:9][C:10]2([C:16]([O:18][CH3:19])=[O:17])[CH2:14][CH:13]([OH:21])[CH:12]([OH:15])[CH2:11]2)=[O:8])=[CH:4][CH:3]=1. The catalyst class is: 15. (6) Reactant: [Cl:1][C:2]1[CH:3]=[C:4]([C:12]2[N:17]=[CH:16][C:15]([C:18]3[C:19]([CH2:33][CH3:34])=[C:20]([CH2:24][N:25]([CH3:32])[CH2:26][C:27]([O:29]CC)=[O:28])[CH:21]=[CH:22][CH:23]=3)=[CH:14][N:13]=2)[CH:5]=[CH:6][C:7]=1[O:8][CH:9]([CH3:11])[CH3:10].[OH-].[Na+]. Product: [Cl:1][C:2]1[CH:3]=[C:4]([C:12]2[N:13]=[CH:14][C:15]([C:18]3[C:19]([CH2:33][CH3:34])=[C:20]([CH2:24][N:25]([CH3:32])[CH2:26][C:27]([OH:29])=[O:28])[CH:21]=[CH:22][CH:23]=3)=[CH:16][N:17]=2)[CH:5]=[CH:6][C:7]=1[O:8][CH:9]([CH3:11])[CH3:10]. The catalyst class is: 252. (7) Reactant: C(O[C:9](=O)[NH:10][CH2:11][C@H:12]([NH:18][C:19](=[O:35])[CH:20]([C:22](=[O:34])[NH:23][C:24]1[CH:29]=[CH:28][CH:27]=[C:26]([C:30]([F:33])([F:32])[F:31])[CH:25]=1)[CH3:21])[C@@H:13]([OH:17])[C:14]#[C:15][CH3:16])C1C=CC=CC=1.[CH3:37][C:38]1[CH:45]=[C:44]([CH3:46])[CH:43]=[CH:42][C:39]=1C=O.C([BH3-])#N.[Na+]. Product: [CH3:37][C:38]1[CH:45]=[C:44]([CH3:46])[CH:43]=[CH:42][C:39]=1[CH2:9][NH:10][CH2:11][C@H:12]([NH:18][C:19](=[O:35])[CH:20]([CH3:21])[C:22]([NH:23][C:24]1[CH:29]=[CH:28][CH:27]=[C:26]([C:30]([F:31])([F:32])[F:33])[CH:25]=1)=[O:34])[C@@H:13]([OH:17])[CH2:14][CH2:15][CH3:16]. The catalyst class is: 19. (8) Reactant: [CH3:1][O:2][C:3]([C:5]1[S:12][C:11]2[CH:10]=[C:9]([C:13]3[CH:14]=[C:15]4[C:20](=[CH:21][CH:22]=3)[N:19]=[C:18]([C:23]3[S:27][C:26]([CH3:28])=[N:25][C:24]=3[CH3:29])[CH:17]=[CH:16]4)[NH:8][C:7]=2[CH:6]=1)=[O:4].[C:30]1(=O)[CH2:35][CH2:34][CH2:33][CH2:32][CH2:31]1.C(OC(=O)C)(=O)C.OP(O)(O)=O. Product: [CH3:1][O:2][C:3]([C:5]1[S:12][C:11]2[C:10]([C:30]3[CH2:35][CH2:34][CH2:33][CH2:32][CH:31]=3)=[C:9]([C:13]3[CH:14]=[C:15]4[C:20](=[CH:21][CH:22]=3)[N:19]=[C:18]([C:23]3[S:27][C:26]([CH3:28])=[N:25][C:24]=3[CH3:29])[CH:17]=[CH:16]4)[NH:8][C:7]=2[CH:6]=1)=[O:4]. The catalyst class is: 15. (9) Reactant: [I:1][C:2]1[CH:7]=[CH:6][C:5]([N:8]2[CH:13]=[CH:12][CH:11]=[CH:10][C:9]2=O)=[CH:4][CH:3]=1.C([O-])(O)=O.[Na+].P12(SP3(SP(SP(S3)(S1)=S)(=S)S2)=S)=[S:21].O. Product: [I:1][C:2]1[CH:7]=[CH:6][C:5]([N:8]2[CH:13]=[CH:12][CH:11]=[CH:10][C:9]2=[S:21])=[CH:4][CH:3]=1. The catalyst class is: 258.